Dataset: Catalyst prediction with 721,799 reactions and 888 catalyst types from USPTO. Task: Predict which catalyst facilitates the given reaction. Reactant: [H-].[Na+:2].C1(C)C=CC=CC=1.[O:10]1[CH:15]([CH2:16][OH:17])[CH2:14][O:13][C:12]2=[CH:18][S:19][CH:20]=[C:11]12.[CH3:21][CH:22]1[S:26](=[O:28])(=[O:27])[O:25][CH2:24][CH2:23]1. Product: [O:10]1[CH:15]([CH2:16][O:17][CH2:24][CH2:23][CH:22]([CH3:21])[S:26]([O-:28])(=[O:27])=[O:25])[CH2:14][O:13][C:12]2=[CH:18][S:19][CH:20]=[C:11]12.[Na+:2]. The catalyst class is: 21.